The task is: Regression. Given two drug SMILES strings and cell line genomic features, predict the synergy score measuring deviation from expected non-interaction effect.. This data is from NCI-60 drug combinations with 297,098 pairs across 59 cell lines. (1) Drug 1: CC1=C(C(CCC1)(C)C)C=CC(=CC=CC(=CC(=O)O)C)C. Drug 2: CCCCC(=O)OCC(=O)C1(CC(C2=C(C1)C(=C3C(=C2O)C(=O)C4=C(C3=O)C=CC=C4OC)O)OC5CC(C(C(O5)C)O)NC(=O)C(F)(F)F)O. Cell line: SK-MEL-28. Synergy scores: CSS=44.7, Synergy_ZIP=0.392, Synergy_Bliss=0.0501, Synergy_Loewe=-8.20, Synergy_HSA=-0.0600. (2) Drug 1: CS(=O)(=O)CCNCC1=CC=C(O1)C2=CC3=C(C=C2)N=CN=C3NC4=CC(=C(C=C4)OCC5=CC(=CC=C5)F)Cl. Drug 2: C(CC(=O)O)C(=O)CN.Cl. Cell line: KM12. Synergy scores: CSS=6.62, Synergy_ZIP=-3.35, Synergy_Bliss=-1.90, Synergy_Loewe=0.185, Synergy_HSA=-0.601.